Regression. Given a peptide amino acid sequence and an MHC pseudo amino acid sequence, predict their binding affinity value. This is MHC class II binding data. From a dataset of Peptide-MHC class II binding affinity with 134,281 pairs from IEDB. (1) The peptide sequence is IPLSLLPDWFAFKDC. The MHC is DRB1_0101 with pseudo-sequence DRB1_0101. The binding affinity (normalized) is 0.428. (2) The peptide sequence is LVGPTPVNIIGRNMLTQIGC. The MHC is HLA-DPA10201-DPB10501 with pseudo-sequence HLA-DPA10201-DPB10501. The binding affinity (normalized) is 0.275. (3) The peptide sequence is DETLRLKDEVRLSIR. The MHC is DRB1_0101 with pseudo-sequence DRB1_0101. The binding affinity (normalized) is 0.345. (4) The peptide sequence is YKFIPSLEAAVKQAY. The MHC is DRB1_0701 with pseudo-sequence DRB1_0701. The binding affinity (normalized) is 0.718. (5) The peptide sequence is APYHFDLSGHAFGAM. The MHC is HLA-DQA10501-DQB10201 with pseudo-sequence HLA-DQA10501-DQB10201. The binding affinity (normalized) is 0.0928. (6) The peptide sequence is ANGKLHDKKSMGDDH. The MHC is DRB3_0202 with pseudo-sequence DRB3_0202. The binding affinity (normalized) is 0. (7) The peptide sequence is PANDKFTVFEAAFNN. The MHC is HLA-DQA10104-DQB10503 with pseudo-sequence HLA-DQA10104-DQB10503. The binding affinity (normalized) is 0.331.